This data is from Full USPTO retrosynthesis dataset with 1.9M reactions from patents (1976-2016). The task is: Predict the reactants needed to synthesize the given product. (1) Given the product [F:33][C:32]([F:35])([F:34])[S:29]([O:1][C:2]1[CH:3]=[C:4]2[C:8](=[CH:9][CH:10]=1)[C:7](=[O:11])[N:6]([CH2:12][CH2:13][CH2:14][C:15]1[CH:16]=[CH:17][CH:18]=[CH:19][CH:20]=1)[C:5]2([CH3:22])[CH3:21])(=[O:31])=[O:30], predict the reactants needed to synthesize it. The reactants are: [OH:1][C:2]1[CH:3]=[C:4]2[C:8](=[CH:9][CH:10]=1)[C:7](=[O:11])[N:6]([CH2:12][CH2:13][CH2:14][C:15]1[CH:20]=[CH:19][CH:18]=[CH:17][CH:16]=1)[C:5]2([CH3:22])[CH3:21].N1C=CC=CC=1.[S:29](O[S:29]([C:32]([F:35])([F:34])[F:33])(=[O:31])=[O:30])([C:32]([F:35])([F:34])[F:33])(=[O:31])=[O:30]. (2) Given the product [NH2:1][C:4]1[CH:12]=[CH:11][CH:10]=[C:9]2[C:5]=1[CH2:6][N:7]([CH:14]1[CH2:19][CH:18]([O:20][C:21](=[O:23])[CH3:22])[C:17](=[O:24])[NH:16][C:15]1=[O:25])[C:8]2=[O:13], predict the reactants needed to synthesize it. The reactants are: [N+:1]([C:4]1[CH:12]=[CH:11][CH:10]=[C:9]2[C:5]=1[CH2:6][N:7]([CH:14]1[CH2:19][CH:18]([O:20][C:21](=[O:23])[CH3:22])[C:17](=[O:24])[NH:16][C:15]1=[O:25])[C:8]2=[O:13])([O-])=O. (3) Given the product [C:63]([N:57]1[CH2:62][CH2:61][N:60]([C:2]2[CH:7]=[CH:6][C:5]([CH2:8][N:9]([C:20]([CH3:23])([CH3:22])[CH3:21])[S:10]([CH2:13][C:14]3[CH:19]=[CH:18][CH:17]=[CH:16][CH:15]=3)(=[O:12])=[O:11])=[CH:4][CH:3]=2)[CH2:59][CH2:58]1)(=[O:65])[CH3:64], predict the reactants needed to synthesize it. The reactants are: Br[C:2]1[CH:7]=[CH:6][C:5]([CH2:8][N:9]([C:20]([CH3:23])([CH3:22])[CH3:21])[S:10]([CH2:13][C:14]2[CH:19]=[CH:18][CH:17]=[CH:16][CH:15]=2)(=[O:12])=[O:11])=[CH:4][CH:3]=1.C1(P(C2CCCCC2)C2C=CC=CC=2C2C(OC(C)C)=CC=CC=2OC(C)C)CCCCC1.[N:57]1([C:63](=[O:65])[CH3:64])[CH2:62][CH2:61][NH:60][CH2:59][CH2:58]1. (4) Given the product [CH3:17][N:16]([CH3:18])[C:14]([C:11]1[N:10]=[CH:9][C:8]([O:19][C:20]2[C:25]3[CH:26]=[C:27]([CH3:29])[O:28][C:24]=3[CH:23]=[C:22]([C:30]([O:32][CH2:33][CH3:34])=[O:31])[CH:21]=2)=[CH:13][N:12]=1)=[O:15], predict the reactants needed to synthesize it. The reactants are: C([O-])([O-])=O.[Cs+].[Cs+].Br[C:8]1[CH:9]=[N:10][C:11]([C:14]([N:16]([CH3:18])[CH3:17])=[O:15])=[N:12][CH:13]=1.[OH:19][C:20]1[C:25]2[CH:26]=[C:27]([CH3:29])[O:28][C:24]=2[CH:23]=[C:22]([C:30]([O:32][CH2:33][CH3:34])=[O:31])[CH:21]=1.N1C2C(=CC=C3C=2N=CC=C3)C=CC=1.N#N. (5) Given the product [Cl:1][C:2]1[CH:7]=[C:6]([Cl:8])[CH:5]=[CH:4][C:3]=1[CH:9]1[S:15][CH2:14][CH2:13][NH:12][C:11]2[N:16]([CH3:31])[N:17]=[C:18]([C@@H:19]3[CH2:23][CH2:22][CH2:21][NH:20]3)[C:10]1=2, predict the reactants needed to synthesize it. The reactants are: [Cl:1][C:2]1[CH:7]=[C:6]([Cl:8])[CH:5]=[CH:4][C:3]=1[CH:9]1[S:15][CH2:14][CH2:13][NH:12][C:11]2[N:16]([CH3:31])[N:17]=[C:18]([C@@H:19]3[CH2:23][CH2:22][CH2:21][N:20]3C(OC(C)(C)C)=O)[C:10]1=2.FC(F)(F)C(O)=O.C(=O)(O)[O-].[Na+]. (6) Given the product [CH3:1][O:2][C:3](=[O:4])[C:5]1[CH:10]=[CH:9][CH:8]=[CH:7][C:6]=1[NH:11][C:12]1[CH:20]=[C:19]2[C:15]([C:16]([C:27](=[O:29])[NH:32][CH3:30])=[N:17][N:18]2[CH:21]2[CH2:26][CH2:25][CH2:24][CH2:23][O:22]2)=[CH:14][CH:13]=1, predict the reactants needed to synthesize it. The reactants are: [CH3:1][O:2][C:3]([C:5]1[CH:10]=[CH:9][CH:8]=[CH:7][C:6]=1[NH:11][C:12]1[CH:20]=[C:19]2[C:15]([C:16]([C:27]([OH:29])=O)=[N:17][N:18]2[CH:21]2[CH2:26][CH2:25][CH2:24][CH2:23][O:22]2)=[CH:14][CH:13]=1)=[O:4].[CH2:30]([N:32](CC)CC)C.CN.CN(C(ON1N=NC2C=CC=NC1=2)=[N+](C)C)C.F[P-](F)(F)(F)(F)F. (7) The reactants are: [F:1][C:2]1[CH:22]=[C:21]([N+:23]([O-:25])=[O:24])[CH:20]=[CH:19][C:3]=1[O:4][C:5]1[N:10]=[CH:9][N:8]=[C:7]([NH:11][C:12](=[O:18])[O:13][C:14]([CH3:17])([CH3:16])[CH3:15])[CH:6]=1.[H-].[Na+].I[CH3:29]. Given the product [F:1][C:2]1[CH:22]=[C:21]([N+:23]([O-:25])=[O:24])[CH:20]=[CH:19][C:3]=1[O:4][C:5]1[N:10]=[CH:9][N:8]=[C:7]([N:11]([CH3:29])[C:12](=[O:18])[O:13][C:14]([CH3:15])([CH3:16])[CH3:17])[CH:6]=1, predict the reactants needed to synthesize it. (8) Given the product [CH3:40][O:41][CH2:42][C:43]1[CH:44]=[CH:45][C:46]([O:51][C:52]([F:53])([F:54])[F:55])=[C:47]([CH:48]=1)[CH2:49][NH:50][C:35](=[O:36])[NH:1][C:2]1[N:6]([C:7]2[CH:8]=[CH:9][CH:10]=[CH:11][CH:12]=2)[N:5]=[C:4]([O:13][CH:14]2[CH2:17][N:16]([C:18]([O:20][C:21]([CH3:22])([CH3:24])[CH3:23])=[O:19])[CH2:15]2)[C:3]=1[CH3:25], predict the reactants needed to synthesize it. The reactants are: [NH2:1][C:2]1[N:6]([C:7]2[CH:12]=[CH:11][CH:10]=[CH:9][CH:8]=2)[N:5]=[C:4]([O:13][CH:14]2[CH2:17][N:16]([C:18]([O:20][C:21]([CH3:24])([CH3:23])[CH3:22])=[O:19])[CH2:15]2)[C:3]=1[CH3:25].C1(C2C=CC([CH2:35][O:36]C)=CC=2CN)CC1.[CH3:40][O:41][CH2:42][C:43]1[CH:44]=[CH:45][C:46]([O:51][C:52]([F:55])([F:54])[F:53])=[C:47]([CH2:49][NH2:50])[CH:48]=1.